From a dataset of Catalyst prediction with 721,799 reactions and 888 catalyst types from USPTO. Predict which catalyst facilitates the given reaction. Reactant: C1(S(O)(=O)=O)C=CC=CC=1.[CH2:11]([O:13][C:14]([C:16]12[CH2:23][CH2:22][C:19]([NH:24][CH2:25][C:26]([N:28]3[CH2:32][C@@H:31]([F:33])[CH2:30][C@H:29]3[C:34]([NH2:36])=O)=[O:27])([CH2:20][CH2:21]1)[CH2:18][CH2:17]2)=[O:15])[CH3:12].FC(F)(F)C(OC(=O)C(F)(F)F)=O.O.C(=O)([O-])[O-].[K+].[K+]. Product: [CH2:11]([O:13][C:14]([C:16]12[CH2:23][CH2:22][C:19]([NH:24][CH2:25][C:26]([N:28]3[CH2:32][C@@H:31]([F:33])[CH2:30][C@H:29]3[C:34]#[N:36])=[O:27])([CH2:20][CH2:21]1)[CH2:18][CH2:17]2)=[O:15])[CH3:12]. The catalyst class is: 9.